Dataset: Forward reaction prediction with 1.9M reactions from USPTO patents (1976-2016). Task: Predict the product of the given reaction. Given the reactants [CH3:1][O:2][C:3]1[CH:4]=[C:5]([CH:18]=[CH:19][C:20]=1[O:21][CH3:22])[C:6]([C:8]1[CH:13]=[CH:12][C:11](OC)=[C:10](OC)[CH:9]=1)=[O:7].[C:23]1(OC)[C:24](=CC=[CH:29][CH:30]=1)OC.[Cl-].[Al+3].[Cl-].[Cl-].C1C2C(=CC=CC=2)C=CC=1C(Cl)=O, predict the reaction product. The product is: [CH3:1][O:2][C:3]1[CH:4]=[C:5]([CH:18]=[CH:19][C:20]=1[O:21][CH3:22])[C:6]([C:8]1[CH:13]=[CH:12][C:11]2[C:10](=[CH:24][CH:23]=[CH:30][CH:29]=2)[CH:9]=1)=[O:7].